Dataset: Forward reaction prediction with 1.9M reactions from USPTO patents (1976-2016). Task: Predict the product of the given reaction. (1) Given the reactants [Cl:1][C:2]1[C:10]2[C:5](=[N:6][CH:7]=[CH:8][C:9]=2[C:11]2[N:12]=[C:13]([N:24]3[CH2:29][CH2:28][N:27](C(OC(C)(C)C)=O)[CH2:26][CH2:25]3)[C:14]3[C:20]([CH:21]4[CH2:23][CH2:22]4)=[CH:19][N:18]=[CH:17][C:15]=3[N:16]=2)[NH:4][C:3]=1[CH3:37].Cl.O1CCOCC1, predict the reaction product. The product is: [Cl:1][C:2]1[C:10]2[C:5](=[N:6][CH:7]=[CH:8][C:9]=2[C:11]2[N:12]=[C:13]([N:24]3[CH2:29][CH2:28][NH:27][CH2:26][CH2:25]3)[C:14]3[C:20]([CH:21]4[CH2:23][CH2:22]4)=[CH:19][N:18]=[CH:17][C:15]=3[N:16]=2)[NH:4][C:3]=1[CH3:37]. (2) Given the reactants C([Li])CCC.C(NC(C)C)(C)C.[C:13]([O:17][C:18]([N:20]1[C@H:24]2[CH2:25][CH2:26][CH2:27][CH2:28][C@H:23]2[N:22]([C:29]2[C:37]([F:38])=[CH:36][C:32]([C:33]([OH:35])=[O:34])=[C:31]([Cl:39])[N:30]=2)[CH2:21]1)=[O:19])([CH3:16])([CH3:15])[CH3:14].CN([CH:43]=[O:44])C.Cl, predict the reaction product. The product is: [Cl:39][C:31]1[C:32]2[C:33](=[O:35])[O:34][CH:43]([OH:44])[C:36]=2[C:37]([F:38])=[C:29]([N:22]2[C@@H:23]3[CH2:28][CH2:27][CH2:26][CH2:25][C@@H:24]3[N:20]([C:18]([O:17][C:13]([CH3:16])([CH3:14])[CH3:15])=[O:19])[CH2:21]2)[N:30]=1. (3) Given the reactants Br[C:2]1[CH:10]=[CH:9][CH:8]=[C:7]2[C:3]=1[C:4]([C:15]([N:17]1[CH2:22][CH2:21][CH:20]([C:23]3[CH:24]=[C:25]([CH:34]=[CH:35][C:36]=3[F:37])[CH2:26][NH:27][C:28](=[O:33])[C:29]([F:32])([F:31])[F:30])[CH2:19][CH2:18]1)=[O:16])=[CH:5][N:6]2[CH2:11][CH2:12][O:13][CH3:14].[CH3:38][N:39]1[C:43](B(O)O)=[CH:42][CH:41]=[N:40]1.C(=O)([O-])[O-].[Cs+].[Cs+].C(Cl)Cl, predict the reaction product. The product is: [F:31][C:29]([F:30])([F:32])[C:28]([NH:27][CH2:26][C:25]1[CH:34]=[CH:35][C:36]([F:37])=[C:23]([CH:20]2[CH2:21][CH2:22][N:17]([C:15]([C:4]3[C:3]4[C:7](=[CH:8][CH:9]=[CH:10][C:2]=4[C:43]4[N:39]([CH3:38])[N:40]=[CH:41][CH:42]=4)[N:6]([CH2:11][CH2:12][O:13][CH3:14])[CH:5]=3)=[O:16])[CH2:18][CH2:19]2)[CH:24]=1)=[O:33]. (4) Given the reactants [Br:1][C:2]1[C:22]([C:23]([O:25]CC)=[O:24])=[C:5]2[S:6][CH:7]=[C:8]([C:9]3[C:14]([O:15][CH3:16])=[CH:13][C:12]([CH2:17][O:18][CH3:19])=[CH:11][C:10]=3[O:20][CH3:21])[N:4]2[N:3]=1.[OH-].[Na+], predict the reaction product. The product is: [Br:1][C:2]1[C:22]([C:23]([OH:25])=[O:24])=[C:5]2[S:6][CH:7]=[C:8]([C:9]3[C:14]([O:15][CH3:16])=[CH:13][C:12]([CH2:17][O:18][CH3:19])=[CH:11][C:10]=3[O:20][CH3:21])[N:4]2[N:3]=1. (5) Given the reactants [CH3:1][C:2]1[N:3]=[N:4][C:5]([O:8][C:9]2[CH:14]=[CH:13][C:12]([O:15][C:16]([F:19])([F:18])[F:17])=[CH:11][CH:10]=2)=[CH:6][CH:7]=1.ClN1C(=O)N(Cl)C(=O)N(Cl)C1=O.[F:32][C:33]1[C:38]([F:39])=[CH:37][CH:36]=[CH:35][C:34]=1[C:40]1[N:48]=[C:43]2[CH:44]=[N:45][NH:46][CH:47]=[C:42]2[N:41]=1.C(=O)([O-])[O-].[K+].[K+], predict the reaction product. The product is: [F:32][C:33]1[C:38]([F:39])=[CH:37][CH:36]=[CH:35][C:34]=1[C:40]1[N:48]=[C:43]2[CH:44]=[N:45][N:46]([CH2:1][C:2]3[N:3]=[N:4][C:5]([O:8][C:9]4[CH:14]=[CH:13][C:12]([O:15][C:16]([F:17])([F:19])[F:18])=[CH:11][CH:10]=4)=[CH:6][CH:7]=3)[CH:47]=[C:42]2[N:41]=1. (6) Given the reactants [CH:1]12[O:7][CH:6]1[CH2:5][CH2:4][N:3]([C:8]([O:10][CH2:11][C:12]1[CH:17]=[CH:16][CH:15]=[CH:14][CH:13]=1)=[O:9])[CH2:2]2.[N-:18]=[N+:19]=[N-:20].[Na+].[Cl-].[NH4+], predict the reaction product. The product is: [N:18]([C@H:1]1[C@H:6]([OH:7])[CH2:5][CH2:4][N:3]([C:8]([O:10][CH2:11][C:12]2[CH:17]=[CH:16][CH:15]=[CH:14][CH:13]=2)=[O:9])[CH2:2]1)=[N+:19]=[N-:20]. (7) Given the reactants OC[CH2:3][C:4]1([O:13][C:14]2[CH:19]=[CH:18][C:17]([O:20][C:21]3[CH:26]=[CH:25][C:24]([C:27]4[O:31][N:30]=[C:29]([C:32]5[CH:37]=[CH:36][CH:35]=[CH:34][C:33]=5[F:38])[N:28]=4)=[CH:23][CH:22]=3)=[CH:16][CH:15]=2)[C:9](=[O:10])[NH:8][C:7](=[O:11])[NH:6][C:5]1=[O:12].I([O-])(=O)(=O)=O.[Na+].O.C(#N)C.[C:49]([O:52]CC)(=[O:51])[CH3:50], predict the reaction product. The product is: [C:49]([CH2:50][CH2:3][C:4]1([O:13][C:14]2[CH:19]=[CH:18][C:17]([O:20][C:21]3[CH:26]=[CH:25][C:24]([C:27]4[O:31][N:30]=[C:29]([C:32]5[CH:37]=[CH:36][CH:35]=[CH:34][C:33]=5[F:38])[N:28]=4)=[CH:23][CH:22]=3)=[CH:16][CH:15]=2)[C:5](=[O:12])[NH:6][C:7](=[O:11])[NH:8][C:9]1=[O:10])([OH:52])=[O:51].